Dataset: Forward reaction prediction with 1.9M reactions from USPTO patents (1976-2016). Task: Predict the product of the given reaction. Given the reactants [Cl:1][C:2]1[C:3]([N:10]([CH:19]2[CH2:23][CH2:22][CH2:21][CH2:20]2)[NH:11]C(OC(C)(C)C)=O)=[N:4][C:5]([C:8]#[N:9])=[N:6][CH:7]=1.C1(C)C=CC(S(O)(=O)=O)=CC=1, predict the reaction product. The product is: [Cl:1][C:2]1[C:3]([N:10]([CH:19]2[CH2:20][CH2:21][CH2:22][CH2:23]2)[NH2:11])=[N:4][C:5]([C:8]#[N:9])=[N:6][CH:7]=1.